The task is: Predict the product of the given reaction.. This data is from Forward reaction prediction with 1.9M reactions from USPTO patents (1976-2016). (1) Given the reactants [CH3:1][C:2]1[CH:3]=[N:4][N:5]([CH2:7][C:8]2[CH:13]=[CH:12][C:11]([CH2:14][OH:15])=[CH:10][CH:9]=2)[CH:6]=1, predict the reaction product. The product is: [CH3:1][C:2]1[CH:3]=[N:4][N:5]([CH2:7][C:8]2[CH:13]=[CH:12][C:11]([CH:14]=[O:15])=[CH:10][CH:9]=2)[CH:6]=1. (2) Given the reactants [CH3:1][C:2]([NH:24]C(=O)OC(C)(C)C)([CH3:23])[C:3]([NH:5][C:6]1[CH:11]=[CH:10][C:9]([O:12][C:13]2[C:18]3[C:19]([CH3:22])=[N:20][O:21][C:17]=3[CH:16]=[CH:15][CH:14]=2)=[CH:8][CH:7]=1)=[O:4].C(O)(C(F)(F)F)=O, predict the reaction product. The product is: [CH3:23][C:2]([C:3]([NH:5][C:6]1[CH:11]=[CH:10][C:9]([O:12][C:13]2[C:18]3[C:19]([CH3:22])=[N:20][O:21][C:17]=3[CH:16]=[CH:15][CH:14]=2)=[CH:8][CH:7]=1)=[O:4])([CH3:1])[NH2:24]. (3) Given the reactants Br[C:2]1[CH:3]=[C:4]([NH:10][C:11]2[CH:12]=[C:13]3[C:18](=[CH:19][CH:20]=2)[CH2:17][N:16]([CH:21]2[CH2:24][O:23][CH2:22]2)[CH2:15][CH2:14]3)[C:5](=[O:9])[N:6]([CH3:8])[CH:7]=1.[C:25]([O:28][CH2:29][C:30]1[C:35]([N:36]2[CH2:48][CH2:47][N:39]3[C:40]4[CH2:41][CH2:42][CH2:43][CH2:44][C:45]=4[CH:46]=[C:38]3[C:37]2=[O:49])=[CH:34][C:33]([F:50])=[CH:32][C:31]=1B1OC(C)(C)C(C)(C)O1)(=[O:27])[CH3:26].P([O-])([O-])([O-])=O.[K+].[K+].[K+].C([O-])(=O)C.[Na+], predict the reaction product. The product is: [C:25]([O:28][CH2:29][C:30]1[C:35]([N:36]2[CH2:48][CH2:47][N:39]3[C:40]4[CH2:41][CH2:42][CH2:43][CH2:44][C:45]=4[CH:46]=[C:38]3[C:37]2=[O:49])=[CH:34][C:33]([F:50])=[CH:32][C:31]=1[C:2]1[CH:3]=[C:4]([NH:10][C:11]2[CH:12]=[C:13]3[C:18](=[CH:19][CH:20]=2)[CH2:17][N:16]([CH:21]2[CH2:24][O:23][CH2:22]2)[CH2:15][CH2:14]3)[C:5](=[O:9])[N:6]([CH3:8])[CH:7]=1)(=[O:27])[CH3:26]. (4) Given the reactants [O:1]=[C:2]1[CH:7]=[CH:6][C:5]([C:8]2[O:12][N:11]=[C:10]([C:13]3[CH:18]=[CH:17][C:16]([C:19]([CH3:25])([CH3:24])[C:20]([F:23])([F:22])[F:21])=[CH:15][CH:14]=3)[N:9]=2)=[CH:4][N:3]1[CH2:26][C:27]1[CH:28]=[C:29]([CH:33]=[CH:34][CH:35]=1)[C:30](Cl)=[O:31].[NH:36]1[CH2:39][CH2:38][CH2:37]1, predict the reaction product. The product is: [N:36]1([C:30]([C:29]2[CH:28]=[C:27]([CH:35]=[CH:34][CH:33]=2)[CH2:26][N:3]2[CH:4]=[C:5]([C:8]3[O:12][N:11]=[C:10]([C:13]4[CH:18]=[CH:17][C:16]([C:19]([CH3:25])([CH3:24])[C:20]([F:22])([F:23])[F:21])=[CH:15][CH:14]=4)[N:9]=3)[CH:6]=[CH:7][C:2]2=[O:1])=[O:31])[CH2:39][CH2:38][CH2:37]1. (5) Given the reactants [C:1]([O:4][CH2:5][C@H:6]([NH:20]C(OC(C)(C)C)=O)[C:7]1[CH:12]=[CH:11][C:10]([O:13][CH2:14][CH:15]([CH3:19])[CH2:16][CH2:17][CH3:18])=[CH:9][CH:8]=1)(=[O:3])[CH3:2].CCOCC, predict the reaction product. The product is: [C:1]([O:4][CH2:5][C@H:6]([NH2:20])[C:7]1[CH:8]=[CH:9][C:10]([O:13][CH2:14][CH:15]([CH3:19])[CH2:16][CH2:17][CH3:18])=[CH:11][CH:12]=1)(=[O:3])[CH3:2]. (6) Given the reactants [NH2:1][CH:2]([CH3:8])[CH2:3][C:4]([OH:7])([CH3:6])[CH3:5].CN1C(=[O:15])CCC1.O.Cl, predict the reaction product. The product is: [OH:7][C:4]([CH3:6])([CH3:5])[CH2:3][C:2](=[N:1][OH:15])[CH3:8]. (7) Given the reactants Cl.[Cl:2][C:3]1[C:4]([C:15]([F:18])([F:17])[F:16])=[C:5]([N:9]2[CH2:14][CH2:13][NH:12][CH2:11][CH2:10]2)[CH:6]=[CH:7][CH:8]=1.[O:19]=[C:20]1[NH:29][C:28]2[N:27]=[C:26]([O:30][CH2:31][CH2:32][CH2:33][CH:34]=O)[CH:25]=[CH:24][C:23]=2[CH:22]=[CH:21]1.C(N(CC)CC)C.[BH-](OC(C)=O)(OC(C)=O)OC(C)=O.[Na+], predict the reaction product. The product is: [Cl:2][C:3]1[C:4]([C:15]([F:16])([F:17])[F:18])=[C:5]([N:9]2[CH2:14][CH2:13][N:12]([CH2:34][CH2:33][CH2:32][CH2:31][O:30][C:26]3[N:27]=[C:28]4[C:23]([CH:22]=[CH:21][C:20](=[O:19])[NH:29]4)=[CH:24][CH:25]=3)[CH2:11][CH2:10]2)[CH:6]=[CH:7][CH:8]=1. (8) Given the reactants [C:1](Cl)(=[O:15])[CH2:2][CH2:3][CH2:4][CH2:5][CH2:6][CH2:7][CH2:8][CH2:9][CH2:10][CH2:11][CH2:12][CH2:13][CH3:14].[CH2:17]([OH:24])[C:18]1[CH:23]=[CH:22][CH:21]=[CH:20][CH:19]=1, predict the reaction product. The product is: [C:1]([O:24][CH2:17][C:18]1[CH:23]=[CH:22][CH:21]=[CH:20][CH:19]=1)(=[O:15])[CH2:2][CH2:3][CH2:4][CH2:5][CH2:6][CH2:7][CH2:8][CH2:9][CH2:10][CH2:11][CH2:12][CH2:13][CH3:14]. (9) Given the reactants C(OC([N:8]1[C@H:13]([C:14](=[O:25])[NH:15][C@H:16]2[CH2:18][C@@H:17]2[C:19]2[CH:24]=[CH:23][CH:22]=[CH:21][CH:20]=2)[CH2:12][C@@H:11]2[C@H:9]1[CH2:10]2)=O)(C)(C)C.[C:26]([OH:32])([C:28]([F:31])([F:30])[F:29])=[O:27], predict the reaction product. The product is: [F:29][C:28]([F:31])([F:30])[C:26]([OH:32])=[O:27].[C:19]1([C@H:17]2[CH2:18][C@@H:16]2[NH:15][C:14]([C@@H:13]2[CH2:12][C@@H:11]3[C@@H:9]([CH2:10]3)[NH:8]2)=[O:25])[CH:24]=[CH:23][CH:22]=[CH:21][CH:20]=1. (10) Given the reactants [CH3:1][CH2:2][CH2:3][CH2:4][CH2:5][CH3:6].[CH2:7]([Li])[CH2:8][CH2:9][CH3:10].[C:12](=[O:14])=[O:13].S([O-])(O)(=O)=O.[K+].[O:21]1[CH2:25][CH2:24][CH2:23]C1, predict the reaction product. The product is: [CH2:25]([O:21][C:3]1[CH:2]=[C:1]([O:21][CH2:25][CH:24]=[CH2:23])[C:6]([CH:8]([C:9]#[CH:10])[CH3:7])=[CH:5][C:4]=1[C:12]([OH:14])=[O:13])[CH:24]=[CH2:23].